This data is from Forward reaction prediction with 1.9M reactions from USPTO patents (1976-2016). The task is: Predict the product of the given reaction. (1) Given the reactants Br[C:2]1[CH:7]=[CH:6][N:5]=[C:4]2[N:8]([CH3:13])[CH:9]=[C:10]([CH:11]=[O:12])[C:3]=12.C1(P(C2CCCCC2)C2C=CC=CC=2C2C(N(C)C)=CC=CC=2)CCCCC1.P([O-])([O-])(O)=O.[K+].[K+].[NH:49]1[CH2:54][CH2:53][CH:52]([C:55]([O:57][CH2:58][CH3:59])=[O:56])[CH2:51][CH2:50]1, predict the reaction product. The product is: [CH:11]([C:10]1[C:3]2[C:4](=[N:5][CH:6]=[CH:7][C:2]=2[N:49]2[CH2:54][CH2:53][CH:52]([C:55]([O:57][CH2:58][CH3:59])=[O:56])[CH2:51][CH2:50]2)[N:8]([CH3:13])[CH:9]=1)=[O:12]. (2) The product is: [NH2:1][C:2]1[N:6]([C:19]([O:18][C:15]([CH3:17])([CH3:16])[CH3:14])=[O:20])[N:5]=[C:4]([OH:7])[C:3]=1[C:8]1[CH:13]=[CH:12][CH:11]=[CH:10][N:9]=1. Given the reactants [NH2:1][C:2]1[NH:6][N:5]=[C:4]([OH:7])[C:3]=1[C:8]1[CH:13]=[CH:12][CH:11]=[CH:10][N:9]=1.[CH3:14][C:15]([O:18][C:19](O[C:19]([O:18][C:15]([CH3:17])([CH3:16])[CH3:14])=[O:20])=[O:20])([CH3:17])[CH3:16].C(=O)([O-])[O-].[Na+].[Na+], predict the reaction product.